This data is from Forward reaction prediction with 1.9M reactions from USPTO patents (1976-2016). The task is: Predict the product of the given reaction. (1) Given the reactants [NH:1]1[CH2:4][CH:3]([N:5]2[CH:9]=[C:8]([N:10]3[CH:15]=[CH:14][C:13](=[O:16])[C:12]([CH2:17][C:18]4[CH:23]=[CH:22][CH:21]=[C:20]([C:24]5[N:29]=[CH:28][C:27]([O:30][CH2:31][CH3:32])=[CH:26][N:25]=5)[CH:19]=4)=[N:11]3)[CH:7]=[N:6]2)[CH2:2]1.[C:33]([O-])([O-])=O.[Cs+].[Cs+].IC.[NH4+].[Cl-], predict the reaction product. The product is: [CH2:31]([O:30][C:27]1[CH:26]=[N:25][C:24]([C:20]2[CH:19]=[C:18]([CH:23]=[CH:22][CH:21]=2)[CH2:17][C:12]2[C:13](=[O:16])[CH:14]=[CH:15][N:10]([C:8]3[CH:7]=[N:6][N:5]([CH:3]4[CH2:2][N:1]([CH3:33])[CH2:4]4)[CH:9]=3)[N:11]=2)=[N:29][CH:28]=1)[CH3:32]. (2) Given the reactants [C:1]([C:3]1[CH:8]=[CH:7][CH:6]=[CH:5][N:4]=1)#[N:2].[NH2:9][NH2:10].[F:11][C:12]([F:19])([F:18])[C:13](OCC)=O, predict the reaction product. The product is: [F:11][C:12]([F:19])([F:18])[C:13]1[NH:2][C:1]([C:3]2[CH:8]=[CH:7][CH:6]=[CH:5][N:4]=2)=[N:9][N:10]=1. (3) Given the reactants [NH2:1][CH2:2][C@H:3]1[N:8]([C:9]([C:11]2[N:12]=[C:13]([CH3:23])[S:14][C:15]=2[C:16]2[CH:17]=[C:18]([CH3:22])[CH:19]=[CH:20][CH:21]=2)=[O:10])[CH2:7][C@H:6]2[C@@H:4]1[CH2:5]2.[O:24]=[C:25]1[NH:30][C:29]2[CH:31]=[CH:32][CH:33]=[C:34]([C:35](O)=[O:36])[C:28]=2[O:27][CH2:26]1, predict the reaction product. The product is: [CH3:23][C:13]1[S:14][C:15]([C:16]2[CH:17]=[C:18]([CH3:22])[CH:19]=[CH:20][CH:21]=2)=[C:11]([C:9]([N:8]2[CH2:7][C@H:6]3[C@H:4]([CH2:5]3)[C@H:3]2[CH2:2][NH:1][C:35]([C:34]2[C:28]3[O:27][CH2:26][C:25](=[O:24])[NH:30][C:29]=3[CH:31]=[CH:32][CH:33]=2)=[O:36])=[O:10])[N:12]=1. (4) Given the reactants [F:1][C:2]1[C:7]([O:8][CH3:9])=[CH:6][C:5]([O:10][CH3:11])=[C:4]([F:12])[C:3]=1[N:13]1[C:22](=[O:23])[C:21]2([CH2:25][CH2:24]2)[C:20]2[C:15](=[CH:16][N:17]=[C:18]([C:26]3[C:27]([CH3:31])=[N:28][NH:29][CH:30]=3)[CH:19]=2)[CH2:14]1.C(=O)([O-])[O-].[Cs+].[Cs+].Br[CH:39]1[CH2:43][CH2:42][S:41](=[O:45])(=[O:44])[CH2:40]1, predict the reaction product. The product is: [F:1][C:2]1[C:7]([O:8][CH3:9])=[CH:6][C:5]([O:10][CH3:11])=[C:4]([F:12])[C:3]=1[N:13]1[C:22](=[O:23])[C:21]2([CH2:25][CH2:24]2)[C:20]2[C:15](=[CH:16][N:17]=[C:18]([C:26]3[C:27]([CH3:31])=[N:28][N:29]([CH:39]4[CH2:43][CH2:42][S:41](=[O:45])(=[O:44])[CH2:40]4)[CH:30]=3)[CH:19]=2)[CH2:14]1. (5) Given the reactants Br[C:2]1[CH:3]=[C:4]([C:9]2[N:14]=[C:13]([C:15]3[CH:20]=[CH:19][CH:18]=[CH:17][CH:16]=3)[N:12]=[C:11]([C:21]3[CH:26]=[CH:25][CH:24]=[CH:23][CH:22]=3)[N:10]=2)[CH:5]=[C:6]([Cl:8])[CH:7]=1.[CH:27]1[C:40]2[CH:39]=[C:38](B(O)O)[C:37]3[C:32](=[CH:33][CH:34]=[CH:35][CH:36]=3)[C:31]=2[CH:30]=[CH:29][CH:28]=1.[OH-].[Na+].O1CCCC1, predict the reaction product. The product is: [Cl:8][C:6]1[CH:5]=[C:4]([C:9]2[N:14]=[C:13]([C:15]3[CH:20]=[CH:19][CH:18]=[CH:17][CH:16]=3)[N:12]=[C:11]([C:21]3[CH:26]=[CH:25][CH:24]=[CH:23][CH:22]=3)[N:10]=2)[CH:3]=[C:2]([C:39]2[C:40]3[C:31]([C:32]4[CH:33]=[CH:34][CH:35]=[CH:36][C:37]=4[CH:38]=2)=[CH:30][CH:29]=[CH:28][CH:27]=3)[CH:7]=1. (6) Given the reactants [CH3:1][O:2][CH2:3][CH2:4][OH:5].C(N(CC)CC)C.[CH3:13][S:14](Cl)(=[O:16])=[O:15], predict the reaction product. The product is: [CH3:13][S:14]([O:5][CH2:4][CH2:3][O:2][CH3:1])(=[O:16])=[O:15]. (7) The product is: [Cl:1][C:2]1[CH:7]=[CH:6][C:5]([C:8]2[C:13]([O:14][CH2:15][C:16]([F:17])([F:18])[F:19])=[CH:12][N:11]=[C:10]([C:20]([NH:33][CH2:32][C:30]3[N:31]=[C:27]([CH:24]4[CH2:26][CH2:25]4)[S:28][CH:29]=3)=[O:21])[CH:9]=2)=[CH:4][C:3]=1[CH3:23]. Given the reactants [Cl:1][C:2]1[CH:7]=[CH:6][C:5]([C:8]2[C:13]([O:14][CH2:15][C:16]([F:19])([F:18])[F:17])=[CH:12][N:11]=[C:10]([C:20](O)=[O:21])[CH:9]=2)=[CH:4][C:3]=1[CH3:23].[CH:24]1([C:27]2[S:28][CH:29]=[C:30]([CH2:32][NH2:33])[N:31]=2)[CH2:26][CH2:25]1, predict the reaction product.